Dataset: Full USPTO retrosynthesis dataset with 1.9M reactions from patents (1976-2016). Task: Predict the reactants needed to synthesize the given product. (1) Given the product [Br:20][C:5]1[C:6]([NH:9][C@@H:10]2[C@@H:15]3[CH2:16][C@@H:12]([CH:13]=[CH:14]3)[C@@H:11]2[C:17]([NH2:19])=[O:18])=[C:7]2[N:8]=[C:27]([C:25]3[CH:26]=[N:21][CH:22]=[N:23][CH:24]=3)[NH:1][C:2]2=[N:3][CH:4]=1, predict the reactants needed to synthesize it. The reactants are: [NH2:1][C:2]1[C:7]([NH2:8])=[C:6]([NH:9][C@@H:10]2[C@@H:15]3[CH2:16][C@@H:12]([CH:13]=[CH:14]3)[C@@H:11]2[C:17]([NH2:19])=[O:18])[C:5]([Br:20])=[CH:4][N:3]=1.[N:21]1[CH:26]=[C:25]([CH:27]=O)[CH:24]=[N:23][CH:22]=1. (2) Given the product [CH2:20]([N:27]([CH2:28][C@H:29]([OH:33])[CH2:30][O:31][CH3:32])[C@@H:34]([CH3:37])[CH2:35][Cl:38])[C:21]1[CH:26]=[CH:25][CH:24]=[CH:23][CH:22]=1, predict the reactants needed to synthesize it. The reactants are: C1(P(C2C=CC=CC=2)C2C=CC=CC=2)C=CC=CC=1.[CH2:20]([N:27]([C@@H:34]([CH3:37])[CH2:35]O)[CH2:28][C@H:29]([OH:33])[CH2:30][O:31][CH3:32])[C:21]1[CH:26]=[CH:25][CH:24]=[CH:23][CH:22]=1.[Cl:38]C(Cl)(Cl)Cl. (3) Given the product [NH2:28][C:5]1[CH:4]=[C:3]([C:1]#[N:2])[CH:27]=[CH:26][C:6]=1[CH2:7][NH:8][C:9](=[O:25])[CH:10]([O:22][CH2:23][CH3:24])[N:11]1[CH2:19][C:18]2[C:13](=[CH:14][CH:15]=[CH:16][C:17]=2[CH3:20])[C:12]1=[O:21], predict the reactants needed to synthesize it. The reactants are: [C:1]([C:3]1[CH:27]=[CH:26][C:6]([CH2:7][NH:8][C:9](=[O:25])[CH:10]([O:22][CH2:23][CH3:24])[N:11]2[CH2:19][C:18]3[C:13](=[CH:14][CH:15]=[CH:16][C:17]=3[CH3:20])[C:12]2=[O:21])=[C:5]([N+:28]([O-])=O)[CH:4]=1)#[N:2]. (4) Given the product [CH:1]1([C:4]2[N:9]=[C:8]([CH2:10][N:11]3[C:19]4[C:14](=[C:15]([NH:20][C:21]([C:23]5[N:27]6[CH:28]=[CH:29][C:30]([O:44][CH2:43][CH2:42][N:37]7[CH2:38][CH2:39][N:40]([CH3:41])[C@@H:35]([CH3:34])[CH2:36]7)=[CH:31][C:26]6=[N:25][CH:24]=5)=[O:22])[CH:16]=[CH:17][CH:18]=4)[C:13]([CH3:33])=[N:12]3)[CH:7]=[CH:6][CH:5]=2)[CH2:3][CH2:2]1, predict the reactants needed to synthesize it. The reactants are: [CH:1]1([C:4]2[N:9]=[C:8]([CH2:10][N:11]3[C:19]4[C:14](=[C:15]([NH:20][C:21]([C:23]5[N:27]6[CH:28]=[CH:29][C:30](F)=[CH:31][C:26]6=[N:25][CH:24]=5)=[O:22])[CH:16]=[CH:17][CH:18]=4)[C:13]([CH3:33])=[N:12]3)[CH:7]=[CH:6][CH:5]=2)[CH2:3][CH2:2]1.[CH3:34][C@@H:35]1[N:40]([CH3:41])[CH2:39][CH2:38][N:37]([CH2:42][CH2:43][OH:44])[CH2:36]1.CC(C)([O-])C.[K+]. (5) Given the product [OH2:38].[OH2:38].[ClH:39].[ClH:39].[C:1]([C:5]1[CH:6]=[CH:7][C:8]([C:11]2[NH:15][C:14]3[CH:16]=[CH:17][CH:18]=[C:19]([N:20]4[CH2:25][CH2:24][N:23]([CH2:26][C:27]5[CH:28]=[C:29]6[C:34](=[CH:35][CH:36]=5)[N:33]=[CH:32][CH:31]=[N:30]6)[CH2:22][CH2:21]4)[C:13]=3[N:12]=2)=[CH:9][CH:10]=1)([CH3:4])([CH3:2])[CH3:3], predict the reactants needed to synthesize it. The reactants are: [C:1]([C:5]1[CH:10]=[CH:9][C:8]([C:11]2[NH:15][C:14]3[CH:16]=[CH:17][CH:18]=[C:19]([N:20]4[CH2:25][CH2:24][N:23]([CH2:26][C:27]5[CH:28]=[C:29]6[C:34](=[CH:35][CH:36]=5)[N:33]=[CH:32][CH:31]=[N:30]6)[C@@H:22](C)[CH2:21]4)[C:13]=3[N:12]=2)=[CH:7][CH:6]=1)([CH3:4])([CH3:3])[CH3:2].[OH2:38].[ClH:39].